Dataset: Full USPTO retrosynthesis dataset with 1.9M reactions from patents (1976-2016). Task: Predict the reactants needed to synthesize the given product. Given the product [O:1]([C:8]1[CH:9]=[CH:10][C:11]([O:14][C:17](=[O:18])[N:16]([CH3:15])[C:20]2[CH:25]=[CH:24][CH:23]=[CH:22][CH:21]=2)=[CH:12][CH:13]=1)[C:2]1[CH:7]=[CH:6][CH:5]=[CH:4][CH:3]=1, predict the reactants needed to synthesize it. The reactants are: [O:1]([C:8]1[CH:13]=[CH:12][C:11]([OH:14])=[CH:10][CH:9]=1)[C:2]1[CH:7]=[CH:6][CH:5]=[CH:4][CH:3]=1.[CH3:15][N:16]([C:20]1[CH:25]=[CH:24][CH:23]=[CH:22][CH:21]=1)[C:17](Cl)=[O:18].